From a dataset of Full USPTO retrosynthesis dataset with 1.9M reactions from patents (1976-2016). Predict the reactants needed to synthesize the given product. (1) Given the product [CH2:7]([NH:15][CH2:28][CH2:27][O:26][C:17]1[CH:18]=[CH:19][C:20]2[C:25](=[CH:24][CH:23]=[CH:22][CH:21]=2)[CH:16]=1)[CH2:8][CH2:9][CH2:10][CH2:11][CH2:12][CH2:13][CH3:14], predict the reactants needed to synthesize it. The reactants are: C(=O)([O-])[O-].[K+].[K+].[CH2:7]([NH2:15])[CH2:8][CH2:9][CH2:10][CH2:11][CH2:12][CH2:13][CH3:14].[CH:16]1[C:25]2[C:20](=[CH:21][CH:22]=[CH:23][CH:24]=2)[CH:19]=[CH:18][C:17]=1[O:26][CH2:27][CH2:28]Cl. (2) Given the product [F:20][C:19]([F:21])([F:22])[CH2:18][CH2:17][CH2:16][O:15][C:12]1[CH:13]=[CH:14][C:9]([OH:8])=[CH:10][CH:11]=1, predict the reactants needed to synthesize it. The reactants are: C([O:8][C:9]1[CH:14]=[CH:13][C:12]([O:15][CH2:16][CH2:17][CH2:18][C:19]([F:22])([F:21])[F:20])=[CH:11][CH:10]=1)C1C=CC=CC=1.C(N(CC)CC)C.